From a dataset of Catalyst prediction with 721,799 reactions and 888 catalyst types from USPTO. Predict which catalyst facilitates the given reaction. (1) Reactant: [C:1]1([C:7]#[C:8][C:9]2[CH:10]=[C:11]([CH:14]=[O:15])[O:12][CH:13]=2)[CH:6]=[CH:5][CH:4]=[CH:3][CH:2]=1. Product: [CH2:8]([C:9]1[CH:10]=[C:11]([CH:14]=[O:15])[O:12][CH:13]=1)[CH2:7][C:1]1[CH:2]=[CH:3][CH:4]=[CH:5][CH:6]=1. The catalyst class is: 19. (2) Reactant: [C:1]1([N:7]2[C:11]([NH2:12])=[CH:10][C:9]([C:13]([F:16])([F:15])[F:14])=[N:8]2)[CH:6]=[CH:5][CH:4]=[CH:3][CH:2]=1.C([O-])([O-])=O.[K+].[K+].Cl[C:24]([O:26][C:27]1[CH:32]=[CH:31][CH:30]=[CH:29][CH:28]=1)=[O:25]. Product: [C:1]1([N:7]2[C:11]([NH:12][C:24](=[O:25])[O:26][C:27]3[CH:32]=[CH:31][CH:30]=[CH:29][CH:28]=3)=[CH:10][C:9]([C:13]([F:15])([F:16])[F:14])=[N:8]2)[CH:2]=[CH:3][CH:4]=[CH:5][CH:6]=1. The catalyst class is: 1. (3) Reactant: [Br:1][C:2]1[CH:3]=[N:4][N:5]([CH3:18])[C:6]=1[C:7]1[CH:8]=[C:9]([C:15]([OH:17])=O)[S:10][C:11]=1[CH2:12][CH2:13][CH3:14].[NH2:19][C@@H:20]([CH2:33][C:34]1[CH:39]=[CH:38][CH:37]=[CH:36][C:35]=1[C:40]([F:43])([F:42])[F:41])[CH2:21][N:22]1[C:30](=[O:31])[C:29]2[C:24](=[CH:25][CH:26]=[CH:27][CH:28]=2)[C:23]1=[O:32].C(N(C(C)C)CC)(C)C.F[P-](F)(F)(F)(F)F.Br[P+](N1CCCC1)(N1CCCC1)N1CCCC1. Product: [Br:1][C:2]1[CH:3]=[N:4][N:5]([CH3:18])[C:6]=1[C:7]1[CH:8]=[C:9]([C:15]([NH:19][C@@H:20]([CH2:33][C:34]2[CH:39]=[CH:38][CH:37]=[CH:36][C:35]=2[C:40]([F:43])([F:41])[F:42])[CH2:21][N:22]2[C:30](=[O:31])[C:29]3[C:24](=[CH:25][CH:26]=[CH:27][CH:28]=3)[C:23]2=[O:32])=[O:17])[S:10][C:11]=1[CH2:12][CH2:13][CH3:14]. The catalyst class is: 2.